Dataset: Forward reaction prediction with 1.9M reactions from USPTO patents (1976-2016). Task: Predict the product of the given reaction. (1) Given the reactants [CH3:1][S:2]([C:5]1[CH:10]=[CH:9][CH:8]=[CH:7][C:6]=1[OH:11])(=[O:4])=[O:3].C([O-])([O-])=O.[K+].[K+].Br[CH2:19][C:20]([O:22][CH2:23][CH3:24])=[O:21], predict the reaction product. The product is: [CH3:1][S:2]([C:5]1[CH:10]=[CH:9][CH:8]=[CH:7][C:6]=1[O:11][CH2:19][C:20]([O:22][CH2:23][CH3:24])=[O:21])(=[O:3])=[O:4]. (2) Given the reactants [NH2:1][C:2]1[C:3]2[NH:10][CH:9]=[C:8]([CH2:11][N:12]3[CH2:16][C@H:15]([CH2:17][S:18][CH3:19])[C@@H:14]([OH:20])[CH2:13]3)[C:4]=2[N:5]=[CH:6][N:7]=1.[CH:21](O)=[O:22].C(O)C, predict the reaction product. The product is: [CH:21]([O:20][CH:14]1[CH:15]([CH2:17][S:18][CH3:19])[CH2:16][N:12]([CH2:11][C:8]2[C:4]3[N:5]=[CH:6][N:7]=[C:2]([NH2:1])[C:3]=3[NH:10][CH:9]=2)[CH2:13]1)=[O:22]. (3) Given the reactants Br[C:2]1[C:3]([O:22][CH2:23][CH2:24][O:25][CH3:26])=[N:4][CH:5]=[C:6]([CH:21]=1)[C:7]([NH:9][C:10]1[CH:15]=[CH:14][C:13]([O:16][C:17]([F:20])([F:19])[F:18])=[CH:12][CH:11]=1)=[O:8].CC1(C)C(C)(C)OB([C:35]2[CH:36]=[N:37][CH:38]=[N:39][CH:40]=2)O1.C1(C)C=CC=CC=1.[O-]P([O-])([O-])=O.[K+].[K+].[K+], predict the reaction product. The product is: [CH3:26][O:25][CH2:24][CH2:23][O:22][C:3]1[C:2]([C:35]2[CH:36]=[N:37][CH:38]=[N:39][CH:40]=2)=[CH:21][C:6]([C:7]([NH:9][C:10]2[CH:15]=[CH:14][C:13]([O:16][C:17]([F:20])([F:19])[F:18])=[CH:12][CH:11]=2)=[O:8])=[CH:5][N:4]=1. (4) Given the reactants Cl.[CH2:2]([O:4][C:5](=[O:25])[CH2:6][O:7][C:8]1[CH:13]=[CH:12][C:11]([Cl:14])=[CH:10][C:9]=1[CH:15]1[C:24]2[C:19](=[CH:20][CH:21]=[CH:22][CH:23]=2)[CH2:18][CH2:17][NH:16]1)[CH3:3].CCN(C(C)C)C(C)C.O=C1CCC(=O)N1[O:42][C:43](=O)[O:44][CH2:45][C:46]1[CH:51]=[CH:50][CH:49]=[CH:48][C:47]=1[Br:52], predict the reaction product. The product is: [Br:52][C:47]1[CH:48]=[CH:49][CH:50]=[CH:51][C:46]=1[CH2:45][O:44][C:43]([N:16]1[CH2:17][CH2:18][C:19]2[C:24](=[CH:23][CH:22]=[CH:21][CH:20]=2)[CH:15]1[C:9]1[CH:10]=[C:11]([Cl:14])[CH:12]=[CH:13][C:8]=1[O:7][CH2:6][C:5]([O:4][CH2:2][CH3:3])=[O:25])=[O:42].